From a dataset of Experimentally validated miRNA-target interactions with 360,000+ pairs, plus equal number of negative samples. Binary Classification. Given a miRNA mature sequence and a target amino acid sequence, predict their likelihood of interaction. (1) The miRNA is mmu-miR-1892 with sequence AUUUGGGGACGGGAGGGAGGAU. The protein sequence of the target gene is MRKWILTRILPTLLYRSCFHLVCLVGTISLACNDMSPEQTATSVNCSSPERHTRSYDYMEGGDIRVRRLFCRTQWYLRIDKRGKVKGTQEMKNSYNIMEIRTVAVGIVAIKGVESEYYLAMNKEGKLYAKKECNEDCNFKELILENHYNTYASAKWTHSGGEMFVALNQKGIPVKGKKTKKEQKTAHFLPMAIT. Result: 0 (no interaction). (2) The miRNA is hsa-miR-658 with sequence GGCGGAGGGAAGUAGGUCCGUUGGU. The protein sequence of the target gene is MGRKKIQITRIMDERNRQVTFTKRKFGLMKKAYELSVLCDCEIALIIFNSSNKLFQYASTDMDKVLLKYTEYNEPHESRTNSDIVEALNKKEHRGCDSPDPDTSYVLTPHTEEKYKKINEEFDNMMRNHKIAPGLPPQNFSMSVTVPVTSPNALSYTNPGSSLVSPSLAASSTLTDSSMLSPPQTTLHRNVSPGAPQRPPSTGNAGGMLSTTDLTVPNGAGSSPVGNGFVNSRASPNLIGATGANSLGKVMPTKSPPPPGGGNLGMNSRKPDLRVVIPPSSKGMMPPLSEEEELELNTQR.... Result: 0 (no interaction). (3) The miRNA is hsa-miR-4644 with sequence UGGAGAGAGAAAAGAGACAGAAG. The protein sequence of the target gene is MEPPAGAAATVKDPDHDPVKTKVSAPAADPKPRTSSQKAGHSLQDWDTIATVGTGTFGRVNLVKEKTGRQYCALKIMSIPDVIRLKQEQHVQNEKAVLKEINHPFLIKLLWTGHDNRFLYMLMEFVPGGELFTYLRNRGRFSSVASVFYATEIVCAIEYLHSKEIVYRDLKPENILLDREGHIKLTDFGFAKKLVDRTWTLCGTPEYLAPEVIQSKGHGRAVDWWALGILIFEMLSGFPPFFDDNPFGIYQKILACKIDFPRQLDFTSKDLIKKLLVVDRTRRLGNMKNGAEDIKRHRWF.... Result: 0 (no interaction). (4) The miRNA is hsa-miR-580-3p with sequence UUGAGAAUGAUGAAUCAUUAGG. The protein sequence of the target gene is MGQSQSGGHGPGGGKKDDKDKKKKYEPPVPTRVGKKKKKTKGPDAASKLPLVTPHTQCRLKLLKLERIKDYLLMEEEFIRNQEQMKPLEEKQEEERSKVDDLRGTPMSVGTLEEIIDDNHAIVSTSVGSEHYVSILSFVDKDLLEPGCSVLLNHKVHAVIGVLMDDTDPLVTVMKVEKAPQETYADIGGLDNQIQEIKESVELPLTHPEYYEEMGIKPPKGVILYGPPGTGKTLLAKAVANQTSATFLRVVGSELIQKYLGDGPKLVRELFRVAEEHAPSIVFIDEIDAIGTKRYDSNSG.... Result: 1 (interaction). (5) The miRNA is hsa-miR-541-3p with sequence UGGUGGGCACAGAAUCUGGACU. The protein sequence of the target gene is MTGLALLYSGVFVAFWACALAVGVCYTIFDLGFRFDVAWFLTETSPFMWSNLGIGLAISLSVVGAAWGIYITGSSIIGGGVKAPRIKTKNLVSIIFCEAVAIYGIIMAIVISNMAEPFSATDPKAIGHRNYHAGYSMFGAGLTVGLSNLFCGVCVGIVGSGAALADAQNPSLFVKILIVEIFGSAIGLFGVIVAILQTSRVKMGD. Result: 0 (no interaction).